Dataset: NCI-60 drug combinations with 297,098 pairs across 59 cell lines. Task: Regression. Given two drug SMILES strings and cell line genomic features, predict the synergy score measuring deviation from expected non-interaction effect. (1) Drug 2: C1C(C(OC1N2C=NC(=NC2=O)N)CO)O. Drug 1: C1=CN(C=N1)CC(O)(P(=O)(O)O)P(=O)(O)O. Cell line: SR. Synergy scores: CSS=32.1, Synergy_ZIP=3.27, Synergy_Bliss=6.06, Synergy_Loewe=-16.0, Synergy_HSA=3.07. (2) Drug 1: CNC(=O)C1=CC=CC=C1SC2=CC3=C(C=C2)C(=NN3)C=CC4=CC=CC=N4. Drug 2: CS(=O)(=O)CCNCC1=CC=C(O1)C2=CC3=C(C=C2)N=CN=C3NC4=CC(=C(C=C4)OCC5=CC(=CC=C5)F)Cl. Cell line: IGROV1. Synergy scores: CSS=29.2, Synergy_ZIP=3.09, Synergy_Bliss=2.77, Synergy_Loewe=-4.24, Synergy_HSA=2.21.